Dataset: Peptide-MHC class II binding affinity with 134,281 pairs from IEDB. Task: Regression. Given a peptide amino acid sequence and an MHC pseudo amino acid sequence, predict their binding affinity value. This is MHC class II binding data. (1) The peptide sequence is INEPTWAAIAYGLDR. The MHC is HLA-DQA10401-DQB10402 with pseudo-sequence HLA-DQA10401-DQB10402. The binding affinity (normalized) is 0.557. (2) The MHC is DRB1_1602 with pseudo-sequence DRB1_1602. The binding affinity (normalized) is 0.510. The peptide sequence is QPFPKTVWEQILNTW. (3) The peptide sequence is CLGKWLGHPDKFVGITYALT. The MHC is H-2-IAs with pseudo-sequence H-2-IAs. The binding affinity (normalized) is 0.168. (4) The peptide sequence is ALKVAATAANAAPAN. The MHC is DRB1_0701 with pseudo-sequence DRB1_0701. The binding affinity (normalized) is 0.378.